From a dataset of Full USPTO retrosynthesis dataset with 1.9M reactions from patents (1976-2016). Predict the reactants needed to synthesize the given product. (1) Given the product [CH3:48][O:47][C:45]([C:41]1[CH:40]=[C:39]([C:32]2[CH:31]=[CH:2][C:1]([O:4][C@@H:5]3[C@@H:6]([OH:7])[C@@H:11]([OH:12])[C@H:16]([OH:17])[C@@H:21]([CH2:23][OH:24])[O:22]3)=[CH:38][C:33]=2[C:34]([O:36][CH3:37])=[O:35])[CH:44]=[CH:43][CH:42]=1)=[O:46], predict the reactants needed to synthesize it. The reactants are: [C:1]([O:4][C@H:5]1[O:22][C@H:21]([CH2:23][O:24]C(=O)C)[C@@H:16]([O:17]C(=O)C)[C@H:11]([O:12]C(=O)C)[C@@H:6]1[O:7]C(=O)C)(=O)[CH3:2].OC1C=[CH:31][C:32]([C:39]2[CH:44]=[CH:43][CH:42]=[C:41]([C:45]([O:47][CH3:48])=[O:46])[CH:40]=2)=[C:33]([CH:38]=1)[C:34]([O:36][CH3:37])=[O:35]. (2) Given the product [F:26][C:20]1[CH:21]=[C:22]([F:25])[CH:23]=[CH:24][C:19]=1[S:16]([NH:15][C:12]1[CH:13]=[CH:14][C:9]([NH:8][C:4]2[CH:3]=[C:2]([C:39]3[CH:38]=[CH:37][C:36]([O:35][CH2:34][CH:31]4[CH2:30][CH2:29][N:28]([CH3:27])[CH2:33][CH2:32]4)=[CH:41][CH:40]=3)[N:7]=[CH:6][N:5]=2)=[CH:10][CH:11]=1)(=[O:18])=[O:17], predict the reactants needed to synthesize it. The reactants are: Cl[C:2]1[N:7]=[CH:6][N:5]=[C:4]([NH:8][C:9]2[CH:14]=[CH:13][C:12]([NH:15][S:16]([C:19]3[CH:24]=[CH:23][C:22]([F:25])=[CH:21][C:20]=3[F:26])(=[O:18])=[O:17])=[CH:11][CH:10]=2)[CH:3]=1.[CH3:27][N:28]1[CH2:33][CH2:32][CH:31]([CH2:34][O:35][C:36]2[CH:41]=[CH:40][C:39](B3OC(C)(C)C(C)(C)O3)=[CH:38][CH:37]=2)[CH2:30][CH2:29]1.C([O-])([O-])=O.[Cs+].[Cs+]. (3) Given the product [CH3:24][C@H:19]1[CH2:20][O:21][CH2:22][CH2:23][N:18]1[C:12]1[CH:13]=[C:14]([CH2:16][O:17][S:26]([CH3:25])(=[O:28])=[O:27])[N:15]=[C:10]([C:6]2[CH:5]=[C:4]3[C:9](=[CH:8][CH:7]=2)[NH:1][CH:2]=[CH:3]3)[N:11]=1, predict the reactants needed to synthesize it. The reactants are: [NH:1]1[C:9]2[C:4](=[CH:5][C:6]([C:10]3[N:15]=[C:14]([CH2:16][OH:17])[CH:13]=[C:12]([N:18]4[CH2:23][CH2:22][O:21][CH2:20][C@@H:19]4[CH3:24])[N:11]=3)=[CH:7][CH:8]=2)[CH:3]=[CH:2]1.[CH3:25][S:26](Cl)(=[O:28])=[O:27].C(N(CC)CC)C. (4) Given the product [CH3:24][N:21]1[CH2:22][CH2:23][N:18]([C:16]2[CH:17]=[C:12]([N:8]3[CH2:7][CH2:6][C:5]4[C:10](=[CH:11][C:2]([C:30]5[CH:29]=[N:28][N:27]([CH3:26])[CH:31]=5)=[CH:3][CH:4]=4)[CH2:9]3)[N:13]=[C:14]([NH2:25])[N:15]=2)[CH2:19][CH2:20]1, predict the reactants needed to synthesize it. The reactants are: Br[C:2]1[CH:11]=[C:10]2[C:5]([CH2:6][CH2:7][N:8]([C:12]3[CH:17]=[C:16]([N:18]4[CH2:23][CH2:22][N:21]([CH3:24])[CH2:20][CH2:19]4)[N:15]=[C:14]([NH2:25])[N:13]=3)[CH2:9]2)=[CH:4][CH:3]=1.[CH3:26][N:27]1[CH:31]=[C:30](B2OC(C)(C)C(C)(C)O2)[CH:29]=[N:28]1. (5) Given the product [CH3:14][C:2]1[C:10]2[O:9][CH:8]=[CH:7][C:6]=2[CH:5]=[C:4]([N+:11]([O-:13])=[O:12])[CH:3]=1, predict the reactants needed to synthesize it. The reactants are: I[C:2]1[C:10]2[O:9][CH:8]=[CH:7][C:6]=2[CH:5]=[C:4]([N+:11]([O-:13])=[O:12])[CH:3]=1.[CH3:14]C1C=CC=CC=1P(C1C=CC=CC=1C)C1C=CC=CC=1C.[Sn](C)(C)(C)C.CCN(CC)CC. (6) Given the product [Br:21][C:14]1[CH:13]=[C:12]([C:2]([CH3:1])([CH3:11])[CH2:3][C:4]2([C:7]([F:8])([F:10])[F:9])[CH2:6][O:5]2)[C:20]2[O:19][CH2:18][O:17][C:16]=2[CH:15]=1, predict the reactants needed to synthesize it. The reactants are: [CH3:1][C:2]([C:12]1[C:20]2[O:19][CH2:18][O:17][C:16]=2[CH:15]=[CH:14][CH:13]=1)([CH3:11])[CH2:3][C:4]1([C:7]([F:10])([F:9])[F:8])[CH2:6][O:5]1.[Br:21]N1C(=O)CCC1=O. (7) Given the product [CH2:20]([O:19][C:15]1[CH:14]=[C:13]([CH:18]=[CH:17][CH:16]=1)[O:12][CH2:11][C:10]([NH:9][C:3]1[CH:4]=[CH:5][C:6]([OH:8])=[CH:7][C:2]=1[NH:1][CH2:23][CH:24]([CH3:26])[CH3:25])=[O:22])[CH3:21], predict the reactants needed to synthesize it. The reactants are: [NH2:1][C:2]1[CH:7]=[C:6]([OH:8])[CH:5]=[CH:4][C:3]=1[NH:9][C:10](=[O:22])[CH2:11][O:12][C:13]1[CH:18]=[CH:17][CH:16]=[C:15]([O:19][CH2:20][CH3:21])[CH:14]=1.[CH:23](=O)[CH:24]([CH3:26])[CH3:25].[BH3-]C#N.[Na+].NC1C=CC=CC=1.